This data is from Experimentally validated miRNA-target interactions with 360,000+ pairs, plus equal number of negative samples. The task is: Binary Classification. Given a miRNA mature sequence and a target amino acid sequence, predict their likelihood of interaction. (1) The miRNA is hsa-miR-552-5p with sequence GUUUAACCUUUUGCCUGUUGG. The protein sequence of the target gene is MDIIQKSIFNSGPHSRGIYEPPLGYFTPYNTPPYIAAYSDSGSWLADHHQHHQQQHQQHQQQMQHIRFPTPPITPPRPIAGYGYRQRTQSVIMKARGQQDELCRSPVEFPDDSKSCSSSSECGTASDFVCNWTDCDRVFDTLDALAQHVTQRHAIASLTDGLYYCRWRGCQRSERGFNARYKMLVHTRTHTKEKPHRCHLCEKSFSRAENLKIHIRSHSGEKPYKCSFEGCQKAYSNSSDRFKHTRTHSMEKPYMCKVAGCQKRYTDPSSLRKHVKTFKHSIHLIASQPLTLPSVPCLLE.... Result: 0 (no interaction). (2) The protein sequence of the target gene is MSTQDERQINTEYAVSLLEQLKLFYEQQLFTDIVLIVEGTEFPCHKMVLATCSSYFRAMFMSGLSESKQTHVHLRNVDAATLQIIITYAYTGNLAMNDSTVEQLYETACFLQVEDVLQRCREYLIKKINAENCVRLLSFADLFSCEELKQSAKRMVEHKFTAVYHQDAFMQLSHDLLIDILSSDNLNVEKEETVREAAMLWLEYNTESRSQYLSSVLSQIRIDALSEVTQRAWFQGLPPNDKSVVVQGLYKSMPKFFKPRLGMTKEEMMIFIEASSENPCSLYSSVCYSPQAEKVYKLCS.... The miRNA is hsa-miR-1255b-5p with sequence CGGAUGAGCAAAGAAAGUGGUU. Result: 0 (no interaction). (3) The miRNA is hsa-miR-3194-3p with sequence AGCUCUGCUGCUCACUGGCAGU. The protein sequence of the target gene is MKTPFGKTPGQRSRADAGHAGVSANMMKKRTSHKKHRSSVGPSKPVSQPRRNIVGCRIQHGWKEGNGPVTQWKGTVLDQVPVNPSLYLIKYDGFDCVYGLELNKDERVSALEVLPDRVATSRISDAHLADTMIGKAVEHMFETEDGSKDEWRGMVLARAPVMNTWFYITYEKDPVLYMYQLLDDYKEGDLRIMPDSNDSPPAEREPGEVVDSLVGKQVEYAKEDGSKRTGMVIHQVEAKPSVYFIKFDDDFHIYVYDLVKTS. Result: 0 (no interaction). (4) The miRNA is hsa-miR-185-3p with sequence AGGGGCUGGCUUUCCUCUGGUC. The protein sequence of the target gene is MDLPDSASRVFCGRILSMVNTDDVNAIILAQKNMLDRFEKTNEMLLNFNNLSSARLQQMSERFLHHTRTLVEMKRDLDSIFRRIRTLKGKLARQHPEAFSHIPEASFLEEEDEDPIPPSTTTTIATSEQSTGSCDTSPDTVSPSLSPGFEDLSHVQPGSPAINGRSQTDDEEMTGE. Result: 0 (no interaction).